Dataset: Catalyst prediction with 721,799 reactions and 888 catalyst types from USPTO. Task: Predict which catalyst facilitates the given reaction. Reactant: [O:1]=[S:2]1(=[O:47])[CH2:7][CH2:6][N:5]([CH2:8][C:9]2[CH:14]=[CH:13][C:12]([NH:15][C:16]([C:18]3[CH:23]=[CH:22][C:21](C4C=CC(C5NC([C@@H]6CCCN6C(OC(C)(C)C)=O)=NC=5)=CC=4)=[CH:20][CH:19]=3)=[O:17])=[CH:11][CH:10]=2)[CH2:4][CH2:3]1.O=S1(=O)CCN(CC2C=CC(N)=CC=2)CC1.[CH3:64][C:65]1([CH3:81])[C:69]([CH3:71])([CH3:70])[O:68][B:67](C2C=CC(C(O)=O)=CC=2)[O:66]1.CN(C(ON1N=NC2C=CC=CC1=2)=[N+](C)C)C.F[P-](F)(F)(F)(F)F.CN1CCOCC1. Product: [O:1]=[S:2]1(=[O:47])[CH2:7][CH2:6][N:5]([CH2:8][C:9]2[CH:10]=[CH:11][C:12]([NH:15][C:16](=[O:17])[C:18]3[CH:23]=[CH:22][C:21]([B:67]4[O:68][C:69]([CH3:71])([CH3:70])[C:65]([CH3:81])([CH3:64])[O:66]4)=[CH:20][CH:19]=3)=[CH:13][CH:14]=2)[CH2:4][CH2:3]1. The catalyst class is: 18.